From a dataset of Full USPTO retrosynthesis dataset with 1.9M reactions from patents (1976-2016). Predict the reactants needed to synthesize the given product. (1) Given the product [CH3:2][C:1]1[C:3]2([CH2:8][CH2:7][CH2:6][CH2:5][CH2:4]2)[C:16]2[C:11](=[CH:12][CH:13]=[CH:14][CH:15]=2)[N:10]=1, predict the reactants needed to synthesize it. The reactants are: [C:1]([C:3]1(O)[CH2:8][CH2:7][CH2:6][CH2:5][CH2:4]1)#[CH:2].[NH2:10][C:11]1[CH:16]=[CH:15][CH:14]=[CH:13][CH:12]=1.Cl.NC1C=CC=CC=1. (2) Given the product [S:7]1[C:11]2[CH:12]=[CH:13][CH:14]=[CH:15][C:10]=2[N:9]=[C:8]1[N:16]([CH2:43][O:44][CH2:45][CH2:46][Si:47]([CH3:50])([CH3:49])[CH3:48])[C:17]([C:19]1[CH:20]=[CH:21][CH:22]=[C:23]2[C:28]=1[CH2:27][N:26]([C:29]1[N:34]=[C:33]([C:35]([O:37][C:38]([CH3:41])([CH3:40])[CH3:39])=[O:36])[C:32]([C:87]#[C:86][CH2:85][O:88][C:89]3[CH:94]=[CH:93][CH:92]=[CH:91][CH:90]=3)=[CH:31][CH:30]=1)[CH2:25][CH2:24]2)=[O:18], predict the reactants needed to synthesize it. The reactants are: C([O-])([O-])=O.[Cs+].[Cs+].[S:7]1[C:11]2[CH:12]=[CH:13][CH:14]=[CH:15][C:10]=2[N:9]=[C:8]1[N:16]([CH2:43][O:44][CH2:45][CH2:46][Si:47]([CH3:50])([CH3:49])[CH3:48])[C:17]([C:19]1[CH:20]=[CH:21][CH:22]=[C:23]2[C:28]=1[CH2:27][N:26]([C:29]1[N:34]=[C:33]([C:35]([O:37][C:38]([CH3:41])([CH3:40])[CH3:39])=[O:36])[C:32](Br)=[CH:31][CH:30]=1)[CH2:25][CH2:24]2)=[O:18].C1(P(C2CCCCC2)C2C=CC=CC=2C2C(C(C)C)=CC(C(C)C)=CC=2C(C)C)CCCCC1.[CH2:85]([O:88][C:89]1[CH:94]=[CH:93][CH:92]=[CH:91][CH:90]=1)[C:86]#[CH:87]. (3) Given the product [CH3:11][NH:10][C:2]1[N:4]=[C:5]([N:27]2[CH2:28][CH2:29][N:24]([CH3:23])[CH2:25][CH2:26]2)[N:7]=[C:8]([N:14]2[CH2:19][CH2:18][CH2:17][CH:16]([C:20]([OH:22])=[O:21])[CH2:15]2)[N:1]=1, predict the reactants needed to synthesize it. The reactants are: [N:1]1[C:8](Cl)=[N:7][C:5](Cl)=[N:4][C:2]=1Cl.[NH2:10][CH3:11].[OH-].[Na+].[NH:14]1[CH2:19][CH2:18][CH2:17][CH:16]([C:20]([OH:22])=[O:21])[CH2:15]1.[CH3:23][N:24]1[CH2:29][CH2:28][NH:27][CH2:26][CH2:25]1. (4) Given the product [CH3:1][O:2][C:3]1[CH:12]=[C:11]2[C:6]([C:7](=[O:15])[N:8]([CH3:14])[C:9](=[O:13])[N:10]2[CH2:31][CH2:32][N:33]2[CH2:38][CH2:37][CH:36]([NH:39][C:40](=[O:41])[O:42][C:43]([CH3:46])([CH3:45])[CH3:44])[CH2:35][CH2:34]2)=[CH:5][CH:4]=1, predict the reactants needed to synthesize it. The reactants are: [CH3:1][O:2][C:3]1[CH:12]=[C:11]2[C:6]([C:7](=[O:15])[N:8]([CH3:14])[C:9](=[O:13])[NH:10]2)=[CH:5][CH:4]=1.C[Si]([N-][Si](C)(C)C)(C)C.[Li+].CS(O[CH2:31][CH2:32][N:33]1[CH2:38][CH2:37][CH:36]([NH:39][C:40]([O:42][C:43]([CH3:46])([CH3:45])[CH3:44])=[O:41])[CH2:35][CH2:34]1)(=O)=O.COC1C=C2C(C=CC(=O)N2CCN2CCC(NC(=O)OC(C)(C)C)CC2)=CC=1. (5) Given the product [CH3:2][O:3][C:4]([C@H:6]1[NH:22][C:21](=[O:23])[C@H:20]([CH:24]([CH3:26])[CH3:25])[NH:19][C:18](=[O:27])[C@@H:17]([NH:28][C:36]([C:32]2[NH:31][CH:35]=[CH:34][CH:33]=2)=[O:37])[CH2:16][C:15]2=[CH:29][CH:30]=[C:12]([CH:13]=[CH:14]2)[O:11][CH2:10][CH2:9][CH2:8][CH2:7]1)=[O:5], predict the reactants needed to synthesize it. The reactants are: Cl.[CH3:2][O:3][C:4]([C@H:6]1[NH:22][C:21](=[O:23])[C@H:20]([CH:24]([CH3:26])[CH3:25])[NH:19][C:18](=[O:27])[C@@H:17]([NH2:28])[CH2:16][C:15]2=[CH:29][CH:30]=[C:12]([CH:13]=[CH:14]2)[O:11][CH2:10][CH2:9][CH2:8][CH2:7]1)=[O:5].[NH:31]1[CH:35]=[CH:34][CH:33]=[C:32]1[C:36](O)=[O:37].CCN(C(C)C)C(C)C.C1C=CC2N(O)N=NC=2C=1. (6) Given the product [CH3:15][O:17][C:6]1[N:11]=[C:10]2[S:1][C:2]([NH2:3])=[N:12][C:9]2=[CH:8][CH:7]=1, predict the reactants needed to synthesize it. The reactants are: [S-:1][C:2]#[N:3].[K+].Br[C:6]1[N:11]=[CH:10][C:9]([NH2:12])=[CH:8][CH:7]=1.BrBr.[C:15](O)(=[O:17])C. (7) Given the product [C:18]([O:22][C:23]([N:25]1[CH2:30][CH2:29][CH:28]([NH:1][C:2]2[CH:7]=[CH:6][C:5]([S:8]([C:11]3[CH:16]=[CH:15][CH:14]=[CH:13][CH:12]=3)(=[O:10])=[O:9])=[CH:4][C:3]=2[OH:17])[CH2:27][CH2:26]1)=[O:24])([CH3:21])([CH3:19])[CH3:20], predict the reactants needed to synthesize it. The reactants are: [NH2:1][C:2]1[CH:7]=[CH:6][C:5]([S:8]([C:11]2[CH:16]=[CH:15][CH:14]=[CH:13][CH:12]=2)(=[O:10])=[O:9])=[CH:4][C:3]=1[OH:17].[C:18]([O:22][C:23]([N:25]1[CH2:30][CH2:29][C:28](=O)[CH2:27][CH2:26]1)=[O:24])([CH3:21])([CH3:20])[CH3:19].C(O[BH-](OC(=O)C)OC(=O)C)(=O)C.[Na+].